The task is: Predict which catalyst facilitates the given reaction.. This data is from Catalyst prediction with 721,799 reactions and 888 catalyst types from USPTO. (1) The catalyst class is: 5. Reactant: [F:1][C:2]([F:13])([F:12])[C:3]1[CH:11]=[C:10]2[C:6]([CH2:7][CH2:8][NH:9]2)=[CH:5][CH:4]=1.[S-:14][C:15]#[N:16].[K+].BrBr. Product: [S:14]([C:4]1[CH:5]=[C:6]2[C:10](=[CH:11][C:3]=1[C:2]([F:1])([F:12])[F:13])[NH:9][CH2:8][CH2:7]2)[C:15]#[N:16]. (2) Reactant: NC1C=CC(OC2C=C3C(=CC=2)OC(C2C=CC=CC=2)CC3)=NC=1.[N+:25]([C:28]1[CH:29]=[CH:30][C:31]([O:34][C:35]2[CH:36]=[C:37]3[C:42](=[CH:43][CH:44]=2)[O:41][CH:40]([C:45]2[CH:50]=[CH:49][CH:48]=[C:47]([N+:51]([O-])=O)[CH:46]=2)[CH2:39][CH2:38]3)=[N:32][CH:33]=1)([O-])=O. Product: [NH2:51][C:47]1[CH:46]=[C:45]([CH:40]2[CH2:39][CH2:38][C:37]3[C:42](=[CH:43][CH:44]=[C:35]([O:34][C:31]4[N:32]=[CH:33][C:28]([NH2:25])=[CH:29][CH:30]=4)[CH:36]=3)[O:41]2)[CH:50]=[CH:49][CH:48]=1. The catalyst class is: 401. (3) Reactant: C([O:3][C:4](=[O:31])[CH2:5][NH:6][S:7]([C:10]1[S:14][C:13]([NH:15][C:16]([N:18]([CH2:26][CH2:27][CH:28]([CH3:30])[CH3:29])[C@H:19]2[CH2:24][CH2:23][C@H:22]([CH3:25])[CH2:21][CH2:20]2)=[O:17])=[N:12][CH:11]=1)(=[O:9])=[O:8])C.[OH-].[Na+]. Product: [CH3:29][CH:28]([CH3:30])[CH2:27][CH2:26][N:18]([CH:19]1[CH2:24][CH2:23][CH:22]([CH3:25])[CH2:21][CH2:20]1)[C:16](=[O:17])[NH:15][C:13]1[S:14][C:10]([S:7]([NH:6][CH2:5][C:4]([OH:31])=[O:3])(=[O:8])=[O:9])=[CH:11][N:12]=1. The catalyst class is: 5. (4) Reactant: [CH2:1]([O:8][C:9]1[CH:14]=[CH:13][N:12]([C:15]2[CH:23]=[C:22]3[C:18]([C:19]4[CH:38]5[NH:39][CH:35]([CH2:36][CH2:37]5)[CH2:34][C:20]=4[N:21]3S(C3C=CC(C)=CC=3)(=O)=O)=[CH:17][CH:16]=2)[C:11](=[O:40])[CH:10]=1)[C:2]1[CH:7]=[CH:6][CH:5]=[CH:4][CH:3]=1.[OH-].[Na+].CO.C(Cl)[Cl:46]. Product: [ClH:46].[CH2:1]([O:8][C:9]1[CH:14]=[CH:13][N:12]([C:15]2[CH:23]=[C:22]3[C:18]([C:19]4[CH:38]5[NH:39][CH:35]([CH2:36][CH2:37]5)[CH2:34][C:20]=4[NH:21]3)=[CH:17][CH:16]=2)[C:11](=[O:40])[CH:10]=1)[C:2]1[CH:7]=[CH:6][CH:5]=[CH:4][CH:3]=1. The catalyst class is: 6. (5) Reactant: [C:1]1([C@H:7]([O:9][C:10](=[O:25])[NH:11][C:12]2[C:13]([CH3:24])=[N:14][O:15][C:16]=2[C:17]2[CH:22]=[CH:21][C:20](Br)=[CH:19][CH:18]=2)[CH3:8])[CH:6]=[CH:5][CH:4]=[CH:3][CH:2]=1.[CH2:26]([O:28][C:29]([C:31]1([C:36]2[CH:41]=[CH:40][C:39](B3OC(C)(C)C(C)(C)O3)=[CH:38][CH:37]=2)[CH2:35][CH2:34][CH2:33][CH2:32]1)=[O:30])[CH3:27].C(=O)([O-])[O-].[K+].[K+].COCCOC. Product: [CH2:26]([O:28][C:29]([C:31]1([C:36]2[CH:41]=[CH:40][C:39]([C:20]3[CH:21]=[CH:22][C:17]([C:16]4[O:15][N:14]=[C:13]([CH3:24])[C:12]=4[NH:11][C:10]([O:9][C@@H:7]([C:1]4[CH:6]=[CH:5][CH:4]=[CH:3][CH:2]=4)[CH3:8])=[O:25])=[CH:18][CH:19]=3)=[CH:38][CH:37]=2)[CH2:32][CH2:33][CH2:34][CH2:35]1)=[O:30])[CH3:27]. The catalyst class is: 103. (6) Reactant: [Cl:1][C:2]1[CH:7]=[CH:6][C:5](I)=[CH:4][CH:3]=1.Br[C:10]([F:17])([F:16])[C:11]([O:13][CH2:14][CH3:15])=[O:12]. Product: [Cl:1][C:2]1[CH:7]=[CH:6][C:5]([C:10]([F:17])([F:16])[C:11]([O:13][CH2:14][CH3:15])=[O:12])=[CH:4][CH:3]=1. The catalyst class is: 58. (7) Reactant: [CH2:1]([O:8][C:9](=[O:23])[CH2:10][C@@H:11]([C:20](O)=[O:21])[NH:12][C:13]([O:15][C:16]([CH3:19])([CH3:18])[CH3:17])=[O:14])[C:2]1[CH:7]=[CH:6][CH:5]=[CH:4][CH:3]=1.CN1CCOCC1.ClC(OCC(C)C)=O.[BH4-].[Na+]. Product: [C:16]([O:15][C:13]([NH:12][C@H:11]([CH2:20][OH:21])[CH2:10][C:9]([O:8][CH2:1][C:2]1[CH:3]=[CH:4][CH:5]=[CH:6][CH:7]=1)=[O:23])=[O:14])([CH3:18])([CH3:19])[CH3:17]. The catalyst class is: 762. (8) Reactant: Br[C:2]1[CH:3]=[N:4][CH:5]=[C:6]([Br:8])[CH:7]=1.[C:9]1(=[O:13])[CH2:12][CH2:11][CH2:10]1. Product: [Br:8][C:6]1[CH:7]=[C:2]([C:9]2([OH:13])[CH2:12][CH2:11][CH2:10]2)[CH:3]=[N:4][CH:5]=1. The catalyst class is: 1.